Dataset: Reaction yield outcomes from USPTO patents with 853,638 reactions. Task: Predict the reaction yield, written as a fraction of the theoretical maximum amount of product (1.0 means a 100% yield; for example, 0.34 means a 34% yield). The catalyst is C(Cl)Cl. The reactants are [Br:1][C:2]1[CH:3]=[C:4]2[N:9]([CH:10]=1)[N:8]=[CH:7][N:6]=[C:5]2Cl.Cl.[NH:13]1[CH2:16][CH:15]([C:17]([O:19][CH3:20])=[O:18])[CH2:14]1.CCN(C(C)C)C(C)C. The product is [Br:1][C:2]1[CH:3]=[C:4]2[N:9]([CH:10]=1)[N:8]=[CH:7][N:6]=[C:5]2[N:13]1[CH2:16][CH:15]([C:17]([O:19][CH3:20])=[O:18])[CH2:14]1. The yield is 0.742.